From a dataset of Forward reaction prediction with 1.9M reactions from USPTO patents (1976-2016). Predict the product of the given reaction. (1) Given the reactants [F:1]C1C(F)=CC=CC=1N.Cl[C:11]1[C:16]([Cl:17])=[CH:15][CH:14]=[CH:13][C:12]=1[N+:18]([O-:20])=[O:19], predict the reaction product. The product is: [Cl:17][C:16]1[C:11]([F:1])=[C:12]([N+:18]([O-:20])=[O:19])[CH:13]=[CH:14][CH:15]=1. (2) Given the reactants [H-].[Na+].[CH:3](=[O:11])[C:4]1[C:5](=[CH:7][CH:8]=[CH:9][CH:10]=1)[OH:6].[CH3:12][O:13][CH2:14]Cl.O, predict the reaction product. The product is: [CH3:12][O:13][CH2:14][O:6][C:5]1[CH:7]=[CH:8][CH:9]=[CH:10][C:4]=1[CH:3]=[O:11]. (3) Given the reactants [NH2:1][C:2]1[N:9]=[CH:8][CH:7]=[CH:6][C:3]=1[C:4]#[N:5].Br[CH2:11][C:12](=O)[CH:13]([CH3:15])[CH3:14].C(=O)(O)[O-].[Na+], predict the reaction product. The product is: [CH:13]([C:12]1[N:1]=[C:2]2[C:3]([C:4]#[N:5])=[CH:6][CH:7]=[CH:8][N:9]2[CH:11]=1)([CH3:15])[CH3:14]. (4) The product is: [Br:19][C:7]1[CH:6]=[CH:5][C:4]([NH:8][C:9](=[O:11])[CH3:10])=[CH:3][C:2]=1[F:1]. Given the reactants [F:1][C:2]1[CH:3]=[C:4]([NH:8][C:9](=[O:11])[CH3:10])[CH:5]=[CH:6][CH:7]=1.C1C(=O)N([Br:19])C(=O)C1, predict the reaction product. (5) Given the reactants [OH-:1].[Mg+2:2].[OH-].[O-2].[Mg+2].[S:6]([O-:10])([O-:9])(=[O:8])=[O:7].[Mg+2], predict the reaction product. The product is: [S:6]([O-:10])([O-:9])(=[O:8])=[O:7].[Mg+2:2].[S:6](=[O:8])(=[O:7])([OH:10])[OH:9].[OH-:1].[Mg+2:2].[OH-:7].